From a dataset of NCI-60 drug combinations with 297,098 pairs across 59 cell lines. Regression. Given two drug SMILES strings and cell line genomic features, predict the synergy score measuring deviation from expected non-interaction effect. (1) Drug 1: C1CN(CCN1C(=O)CCBr)C(=O)CCBr. Cell line: SK-MEL-5. Drug 2: C1CN(P(=O)(OC1)NCCCl)CCCl. Synergy scores: CSS=20.5, Synergy_ZIP=-8.59, Synergy_Bliss=-3.29, Synergy_Loewe=-4.89, Synergy_HSA=-1.90. (2) Drug 1: CC1C(C(CC(O1)OC2CC(CC3=C2C(=C4C(=C3O)C(=O)C5=C(C4=O)C(=CC=C5)OC)O)(C(=O)C)O)N)O.Cl. Drug 2: C1C(C(OC1N2C=NC(=NC2=O)N)CO)O. Cell line: RPMI-8226. Synergy scores: CSS=67.2, Synergy_ZIP=11.1, Synergy_Bliss=11.0, Synergy_Loewe=6.03, Synergy_HSA=14.7. (3) Drug 1: CCCS(=O)(=O)NC1=C(C(=C(C=C1)F)C(=O)C2=CNC3=C2C=C(C=N3)C4=CC=C(C=C4)Cl)F. Drug 2: C1CN(P(=O)(OC1)NCCCl)CCCl. Cell line: DU-145. Synergy scores: CSS=2.03, Synergy_ZIP=2.02, Synergy_Bliss=3.47, Synergy_Loewe=-0.232, Synergy_HSA=0.119. (4) Drug 1: CCCS(=O)(=O)NC1=C(C(=C(C=C1)F)C(=O)C2=CNC3=C2C=C(C=N3)C4=CC=C(C=C4)Cl)F. Drug 2: CC1CCC2CC(C(=CC=CC=CC(CC(C(=O)C(C(C(=CC(C(=O)CC(OC(=O)C3CCCCN3C(=O)C(=O)C1(O2)O)C(C)CC4CCC(C(C4)OC)OCCO)C)C)O)OC)C)C)C)OC. Cell line: COLO 205. Synergy scores: CSS=54.4, Synergy_ZIP=12.0, Synergy_Bliss=12.3, Synergy_Loewe=12.3, Synergy_HSA=14.2. (5) Drug 1: C1CN1P(=S)(N2CC2)N3CC3. Drug 2: C1C(C(OC1N2C=C(C(=O)NC2=O)F)CO)O. Cell line: COLO 205. Synergy scores: CSS=40.9, Synergy_ZIP=-6.97, Synergy_Bliss=-6.56, Synergy_Loewe=-10.9, Synergy_HSA=-2.45.